Predict the reaction yield, written as a fraction of the theoretical maximum amount of product (1.0 means a 100% yield; for example, 0.34 means a 34% yield). From a dataset of Reaction yield outcomes from USPTO patents with 853,638 reactions. (1) The reactants are [F:1][C:2]1[C:9]([O:10][CH3:11])=[CH:8][CH:7]=[CH:6][C:3]=1[C:4]#[N:5].[B:12]1([B:12]2[O:16][C:15]([CH3:18])([CH3:17])[C:14]([CH3:20])([CH3:19])[O:13]2)[O:16][C:15]([CH3:18])([CH3:17])[C:14]([CH3:20])([CH3:19])[O:13]1. No catalyst specified. The product is [F:1][C:2]1[C:9]([O:10][CH3:11])=[CH:8][C:7]([B:12]2[O:16][C:15]([CH3:18])([CH3:17])[C:14]([CH3:20])([CH3:19])[O:13]2)=[CH:6][C:3]=1[C:4]#[N:5]. The yield is 0.730. (2) The reactants are [Cl-].[CH3:2][O:3]C[P+](C1C=CC=CC=1)(C1C=CC=CC=1)C1C=CC=CC=1.C[Si]([N-][Si](C)(C)C)(C)C.[Na+].[CH3:34][O:35][C:36]1[CH:43]=[CH:42][C:39]([CH:40]=O)=[CH:38][C:37]=1[C:44]([F:47])([F:46])[F:45]. The catalyst is C1COCC1. The product is [CH3:34][O:35][C:36]1[CH:43]=[CH:42][C:39]([CH2:40][CH:2]=[O:3])=[CH:38][C:37]=1[C:44]([F:47])([F:46])[F:45]. The yield is 0.830. (3) The reactants are [C:1]([O:5][P:6]([O:13][CH2:14][CH2:15][N:16]([CH2:27][CH3:28])C(=O)OCC1C=CC=CC=1)([O:8][C:9]([CH3:12])([CH3:11])[CH3:10])=[O:7])([CH3:4])([CH3:3])[CH3:2]. The catalyst is CO.[Pd]. The product is [P:6]([O:13][CH2:14][CH2:15][NH:16][CH2:27][CH3:28])([O:5][C:1]([CH3:2])([CH3:3])[CH3:4])([O:8][C:9]([CH3:10])([CH3:11])[CH3:12])=[O:7]. The yield is 0.940.